From a dataset of Full USPTO retrosynthesis dataset with 1.9M reactions from patents (1976-2016). Predict the reactants needed to synthesize the given product. (1) Given the product [C:1]12([CH2:11][C:12]([NH:21][C:22]3[CH:31]=[CH:30][CH:29]=[C:28]4[C:23]=3[CH:24]=[CH:25][CH:26]=[N:27]4)=[O:14])[CH2:10][CH:5]3[CH2:4][CH:3]([CH2:9][CH:7]([CH2:6]3)[CH2:8]1)[CH2:2]2, predict the reactants needed to synthesize it. The reactants are: [C:1]12([CH2:11][C:12]([OH:14])=O)[CH2:10][CH:5]3[CH2:6][CH:7]([CH2:9][CH:3]([CH2:4]3)[CH2:2]1)[CH2:8]2.C(Cl)(=O)C(Cl)=O.[NH2:21][C:22]1[CH:31]=[CH:30][CH:29]=[C:28]2[C:23]=1[CH:24]=[CH:25][CH:26]=[N:27]2.C(N(CC)CC)C. (2) Given the product [NH2:27][CH2:26][CH2:25][NH:28][C:2]1[C:14]2[N:13]3[C:8]([C:9]([C:15]4[C:20]([CH3:21])=[CH:19][C:18]([CH3:22])=[CH:17][C:16]=4[CH3:23])=[CH:10][CH:11]=[CH:12]3)=[CH:7][C:6]=2[N:5]=[C:4]([CH3:24])[N:3]=1, predict the reactants needed to synthesize it. The reactants are: Cl[C:2]1[C:14]2[N:13]3[C:8]([C:9]([C:15]4[C:20]([CH3:21])=[CH:19][C:18]([CH3:22])=[CH:17][C:16]=4[CH3:23])=[CH:10][CH:11]=[CH:12]3)=[CH:7][C:6]=2[N:5]=[C:4]([CH3:24])[N:3]=1.[CH2:25]([NH2:28])[CH2:26][NH2:27].CCOC(C)=O. (3) Given the product [O:21]=[C:20]([C:2]1[O:1][CH:5]=[CH:4][CH:3]=1)[CH2:19][NH:18][C:16](=[O:17])[O:15][C:12]([CH3:13])([CH3:11])[CH3:14], predict the reactants needed to synthesize it. The reactants are: [O:1]1[CH:5]=[CH:4][CH:3]=[CH:2]1.[Li]CCCC.[CH3:11][C:12]([O:15][C:16]([NH:18][CH2:19][C:20](N(OC)C)=[O:21])=[O:17])([CH3:14])[CH3:13]. (4) Given the product [OH:27][C:4]1[N:3]=[C:2]([CH3:1])[C:7]([CH3:8])=[C:6]([C@@H:9]2[CH2:14][CH2:13][N:12]([C:15]([O:17][C:18]([CH3:21])([CH3:19])[CH3:20])=[O:16])[CH2:11][C@H:10]2[C:22]([O:24][CH2:25][CH3:26])=[O:23])[CH:5]=1, predict the reactants needed to synthesize it. The reactants are: [CH3:1][C:2]1[C:7]([CH3:8])=[C:6]([C@@H:9]2[CH2:14][CH2:13][N:12]([C:15]([O:17][C:18]([CH3:21])([CH3:20])[CH3:19])=[O:16])[CH2:11][C@H:10]2[C:22]([O:24][CH2:25][CH3:26])=[O:23])[CH:5]=[C:4]([O:27]CC2C=CC=CC=2)[N:3]=1. (5) Given the product [C:30]([C:19]1[CH:20]=[N:21][C:22]2[C:27]([C:18]=1[CH2:16][CH2:17][N:10]1[CH2:11][C@@H:12]([OH:13])[C@@H:8]([CH2:7][NH:6][C:4](=[O:5])[C:3]([F:2])([F:14])[F:15])[CH2:9]1)=[N:26][C:25]([O:28][CH3:29])=[CH:24][CH:23]=2)#[N:31], predict the reactants needed to synthesize it. The reactants are: Cl.[F:2][C:3]([F:15])([F:14])[C:4]([NH:6][CH2:7][C@@H:8]1[C@H:12]([OH:13])[CH2:11][NH:10][CH2:9]1)=[O:5].[CH:16]([C:18]1[C:27]2[C:22](=[CH:23][CH:24]=[C:25]([O:28][CH3:29])[N:26]=2)[N:21]=[CH:20][C:19]=1[C:30]#[N:31])=[CH2:17].